From a dataset of B-cell epitopes from IEDB database with 3,159 antigens for binding position prediction. Token-level Classification. Given an antigen amino acid sequence, predict which amino acid positions are active epitope sites capable of antibody binding. Output is a list of indices for active positions. The epitope positions are: [208, 209, 210, 211, 212, 213, 214, 215, 216, 217, 218, 219, 220, 221, 222, 223, 224]. The amino acids at these positions are: SSKRGRQTPVLYAMLDH. Given the antigen sequence: MAPGAPSSSPSPILAALLFSSLVLSPTLAIVVYTDREVYGAVRSQVTLHCSFWSSEWVSDDISFTWRYQPEGGRDAISIFHYAKGQPYIDEVGTFKERIQWVGDPSWKDGSIVIHNLDYSDNGTFTCDVKNPPDIVGKTSQVTLYVFEKVPTRYGVVLGAVIGGILGVVLLLLLLFYLIRYCWLRRQAALQRRLSAMEKGKFHKSSKDSSKRGRQTPVLYAMLDHSRSTKAASEKKSKGLGESRKDKK, which amino acid positions are active epitope sites?